Regression. Given a peptide amino acid sequence and an MHC pseudo amino acid sequence, predict their binding affinity value. This is MHC class I binding data. From a dataset of Peptide-MHC class I binding affinity with 185,985 pairs from IEDB/IMGT. (1) The peptide sequence is SWHHTSDDF. The MHC is HLA-A02:03 with pseudo-sequence HLA-A02:03. The binding affinity (normalized) is 0.0847. (2) The MHC is HLA-A11:01 with pseudo-sequence HLA-A11:01. The peptide sequence is DSPLTLLIK. The binding affinity (normalized) is 0.192. (3) The peptide sequence is RIYKRSLKL. The MHC is HLA-B15:42 with pseudo-sequence HLA-B15:42. The binding affinity (normalized) is 0.289. (4) The peptide sequence is VTECKLIYY. The MHC is HLA-B40:01 with pseudo-sequence HLA-B40:01. The binding affinity (normalized) is 0.0847. (5) The peptide sequence is QDFWEVQL. The MHC is Mamu-A11 with pseudo-sequence Mamu-A11. The binding affinity (normalized) is 0.0960. (6) The peptide sequence is LMGYIPLVKY. The MHC is H-2-Dd with pseudo-sequence H-2-Dd. The binding affinity (normalized) is 0.0278. (7) The peptide sequence is VLRGNRQGL. The MHC is HLA-A69:01 with pseudo-sequence HLA-A69:01. The binding affinity (normalized) is 0.0847.